Dataset: Peptide-MHC class II binding affinity with 134,281 pairs from IEDB. Task: Regression. Given a peptide amino acid sequence and an MHC pseudo amino acid sequence, predict their binding affinity value. This is MHC class II binding data. The peptide sequence is SPLTASKLTYENVKM. The MHC is HLA-DQA10201-DQB10202 with pseudo-sequence HLA-DQA10201-DQB10202. The binding affinity (normalized) is 0.